Predict the reactants needed to synthesize the given product. From a dataset of Full USPTO retrosynthesis dataset with 1.9M reactions from patents (1976-2016). The reactants are: [NH2:1][C:2]1[CH:7]=[CH:6][CH:5]=[CH:4][CH:3]=1.C(N(CC)CC)C.[N+:15]([C:18]1[CH:19]=[C:20]([CH:24]=[CH:25][CH:26]=1)[C:21](Cl)=[O:22])([O-:17])=[O:16].C(=O)(O)[O-].[Na+]. Given the product [N+:15]([C:18]1[CH:19]=[C:20]([CH:24]=[CH:25][CH:26]=1)[C:21]([NH:1][C:2]1[CH:7]=[CH:6][CH:5]=[CH:4][CH:3]=1)=[O:22])([O-:17])=[O:16], predict the reactants needed to synthesize it.